Dataset: Catalyst prediction with 721,799 reactions and 888 catalyst types from USPTO. Task: Predict which catalyst facilitates the given reaction. (1) Reactant: [CH3:1][O:2][C:3]1[CH:4]=[C:5]2[C:10](=[CH:11][C:12]=1[O:13][CH3:14])[N:9]=[CH:8][CH:7]=[C:6]2[O:15][C:16]1[C:22]([CH3:23])=[CH:21][C:19]([NH2:20])=[C:18]([CH3:24])[CH:17]=1.Cl[C:26](Cl)([O:28][C:29](=[O:35])OC(Cl)(Cl)Cl)Cl.[N:37]1([CH2:43]CO)[CH2:42][CH2:41][CH2:40][CH2:39][CH2:38]1.C(=O)(O)[O-].[Na+]. Product: [CH3:1][O:2][C:3]1[CH:4]=[C:5]2[C:10](=[CH:11][C:12]=1[O:13][CH3:14])[N:9]=[CH:8][CH:7]=[C:6]2[O:15][C:16]1[C:22]([CH3:23])=[CH:21][C:19]([NH:20][C:29](=[O:35])[O:28][CH2:26][CH2:43][N:37]2[CH2:42][CH2:41][CH2:40][CH2:39][CH2:38]2)=[C:18]([CH3:24])[CH:17]=1. The catalyst class is: 208. (2) Reactant: [NH2:1][C:2]1[CH:3]=[N:4][CH:5]=[CH:6][C:7]=1[CH2:8][OH:9].[H-].[Na+].F[C:13]1[C:22]2[C:17](=[CH:18][CH:19]=[CH:20][CH:21]=2)[C:16]([N+:23]([O-:25])=[O:24])=[CH:15][CH:14]=1.CO. Product: [N+:23]([C:16]1[C:17]2[C:22](=[CH:21][CH:20]=[CH:19][CH:18]=2)[C:13]([O:9][CH2:8][C:7]2[CH:6]=[CH:5][N:4]=[CH:3][C:2]=2[NH2:1])=[CH:14][CH:15]=1)([O-:25])=[O:24]. The catalyst class is: 1. (3) Reactant: C[O:2][C:3]([C:5]1[C:6](=[O:23])[O:7][C:8]2[CH:14]=[C:13]([O:15][CH2:16][C:17]3[CH:22]=[CH:21][CH:20]=[CH:19][CH:18]=3)[CH:12]=[CH:11][C:9]=2[CH:10]=1)=[O:4].[OH-].[Na+].Cl.O. Product: [CH2:16]([O:15][C:13]1[CH:12]=[CH:11][C:9]2[CH:10]=[C:5]([C:3]([OH:4])=[O:2])[C:6](=[O:23])[O:7][C:8]=2[CH:14]=1)[C:17]1[CH:18]=[CH:19][CH:20]=[CH:21][CH:22]=1. The catalyst class is: 8. (4) Reactant: [CH3:1][S:2][C:3]1[N:7]=[C:6](Cl)[S:5][N:4]=1.[CH2:9]1[O:13][CH2:12][O:11][CH:10]1[CH2:14][OH:15].[H-].[Na+].[Cl-].[Na+]. Product: [O:13]1[CH2:9][CH:10]([CH2:14][O:15][C:6]2[S:5][N:4]=[C:3]([S:2][CH3:1])[N:7]=2)[O:11][CH2:12]1. The catalyst class is: 9. (5) Reactant: [OH:1][CH2:2][C:3]([CH3:33])([CH3:32])[CH2:4][NH:5][C:6]([C:8]1[C:16]2[C:11](=[N:12][CH:13]=[C:14]([N:17]3[CH2:21][CH2:20][C:19]([CH3:23])([CH3:22])[CH2:18]3)[N:15]=2)[N:10](COCC[Si](C)(C)C)[CH:9]=1)=[O:7].Cl.C(=O)(O)[O-].[Na+].C([O-])(=O)C.[Na+]. Product: [OH:1][CH2:2][C:3]([CH3:33])([CH3:32])[CH2:4][NH:5][C:6]([C:8]1[C:16]2[C:11](=[N:12][CH:13]=[C:14]([N:17]3[CH2:21][CH2:20][C:19]([CH3:23])([CH3:22])[CH2:18]3)[N:15]=2)[NH:10][CH:9]=1)=[O:7]. The catalyst class is: 24. (6) Reactant: [NH2:1][C:2]1[CH:3]=[CH:4][C:5]([CH3:22])=[C:6]([C:8]2[CH:9]=[C:10]([N:16]3[CH2:21][CH2:20][O:19][CH2:18][CH2:17]3)[C:11](=[O:15])[N:12]([CH3:14])[CH:13]=2)[CH:7]=1.Br[C:24]1[CH:25]=[C:26]([C:33]([F:36])([F:35])[F:34])[C:27](=[O:32])[N:28]([CH2:30][CH3:31])[CH:29]=1.C(Cl)Cl.C1CCN2C(=NCCC2)CC1.C1C[O:54][CH2:53]C1. Product: [CH2:30]([N:28]1[C:27](=[O:32])[C:26]([C:33]([F:36])([F:35])[F:34])=[CH:25][C:24]([C:53]([NH:1][C:2]2[CH:3]=[CH:4][C:5]([CH3:22])=[C:6]([C:8]3[CH:9]=[C:10]([N:16]4[CH2:17][CH2:18][O:19][CH2:20][CH2:21]4)[C:11](=[O:15])[N:12]([CH3:14])[CH:13]=3)[CH:7]=2)=[O:54])=[CH:29]1)[CH3:31]. The catalyst class is: 140. (7) Reactant: [F:1][C:2]1[CH:7]=[CH:6][C:5]([O:8]C)=[CH:4][C:3]=1[CH2:10][CH2:11][C:12]([O:14][CH2:15][CH3:16])=[O:13].B(Br)(Br)Br.O. Product: [F:1][C:2]1[CH:7]=[CH:6][C:5]([OH:8])=[CH:4][C:3]=1[CH2:10][CH2:11][C:12]([O:14][CH2:15][CH3:16])=[O:13]. The catalyst class is: 4. (8) Reactant: [Cl:1][C:2]1[CH:7]=[CH:6][C:5]([C:8]([CH3:32])([CH3:31])[CH2:9][C:10]([OH:30])([C:26]([F:29])([F:28])[F:27])[CH:11]=[N:12][C:13]2[CH:22]=[CH:21][CH:20]=[C:19]3[C:14]=2[CH:15]=[CH:16][C:17]([C:23]([NH2:25])=[O:24])=[N:18]3)=[C:4]([O:33][CH3:34])[CH:3]=1.[BH4-].[Na+]. Product: [Cl:1][C:2]1[CH:7]=[CH:6][C:5]([C:8]([CH3:31])([CH3:32])[CH2:9][C:10]([OH:30])([C:26]([F:29])([F:27])[F:28])[CH2:11][NH:12][C:13]2[CH:22]=[CH:21][CH:20]=[C:19]3[C:14]=2[CH:15]=[CH:16][C:17]([C:23]([NH2:25])=[O:24])=[N:18]3)=[C:4]([O:33][CH3:34])[CH:3]=1. The catalyst class is: 5. (9) Reactant: [CH:1]1([N:7]2[CH2:11][C@@H:10]([C:12]3[CH:17]=[CH:16][CH:15]=[CH:14][CH:13]=3)[N:9]([CH:18]3[CH2:23][CH2:22][N:21]([CH2:24][C:25]4[CH:33]=[CH:32][C:28]([C:29](O)=[O:30])=[CH:27][CH:26]=4)[CH2:20][CH2:19]3)[C:8]2=[O:34])[CH2:6][CH2:5][CH2:4][CH2:3][CH2:2]1.[C:35]([N:42]1[CH2:47][CH2:46][NH:45][CH2:44][CH2:43]1)([O:37][C:38]([CH3:41])([CH3:40])[CH3:39])=[O:36].CCN=C=NCCCN(C)C.C1C=CC2N(O)N=NC=2C=1.CN1CCOCC1. Product: [C:38]([O:37][C:35]([N:42]1[CH2:43][CH2:44][N:45]([C:29](=[O:30])[C:28]2[CH:32]=[CH:33][C:25]([CH2:24][N:21]3[CH2:22][CH2:23][CH:18]([N:9]4[C@H:10]([C:12]5[CH:13]=[CH:14][CH:15]=[CH:16][CH:17]=5)[CH2:11][N:7]([CH:1]5[CH2:6][CH2:5][CH2:4][CH2:3][CH2:2]5)[C:8]4=[O:34])[CH2:19][CH2:20]3)=[CH:26][CH:27]=2)[CH2:46][CH2:47]1)=[O:36])([CH3:41])([CH3:40])[CH3:39]. The catalyst class is: 3.